Dataset: NCI-60 drug combinations with 297,098 pairs across 59 cell lines. Task: Regression. Given two drug SMILES strings and cell line genomic features, predict the synergy score measuring deviation from expected non-interaction effect. Drug 1: CN(C)C1=NC(=NC(=N1)N(C)C)N(C)C. Drug 2: C(CCl)NC(=O)N(CCCl)N=O. Cell line: MCF7. Synergy scores: CSS=-11.1, Synergy_ZIP=3.87, Synergy_Bliss=-1.23, Synergy_Loewe=-7.36, Synergy_HSA=-6.51.